From a dataset of Full USPTO retrosynthesis dataset with 1.9M reactions from patents (1976-2016). Predict the reactants needed to synthesize the given product. Given the product [CH2:37]([S:39][C:2]1[CH:3]=[C:4]2[C:9](=[CH:10][CH:11]=1)[N:8]=[CH:7][C:6]([C:12]([NH2:14])=[O:13])=[C:5]2[NH:22][C:23]1[CH:28]=[CH:27][CH:26]=[C:25]([O:29][CH3:30])[CH:24]=1)[CH3:38], predict the reactants needed to synthesize it. The reactants are: I[C:2]1[CH:3]=[C:4]2[C:9](=[CH:10][CH:11]=1)[N:8]=[CH:7][C:6]([C:12]([NH:14]C(=O)OC(C)(C)C)=[O:13])=[C:5]2[NH:22][C:23]1[CH:28]=[CH:27][CH:26]=[C:25]([O:29][CH3:30])[CH:24]=1.CC(C)([O-])C.[K+].[CH2:37]([SH:39])[CH3:38].